This data is from Full USPTO retrosynthesis dataset with 1.9M reactions from patents (1976-2016). The task is: Predict the reactants needed to synthesize the given product. (1) Given the product [CH3:30][N:31]1[CH2:36][CH2:35][C:34]([C:2]2[CH:3]=[CH:4][C:5]([C:8]3[CH:13]=[CH:12][N:11]=[C:10]([NH:14][CH:15]4[CH2:16][C:17]([CH3:24])([CH3:23])[NH:18][C:19]([CH3:22])([CH3:21])[CH2:20]4)[N:9]=3)=[CH:6][CH:7]=2)([OH:37])[CH2:33][CH2:32]1, predict the reactants needed to synthesize it. The reactants are: Br[C:2]1[CH:7]=[CH:6][C:5]([C:8]2[CH:13]=[CH:12][N:11]=[C:10]([NH:14][CH:15]3[CH2:20][C:19]([CH3:22])([CH3:21])[NH:18][C:17]([CH3:24])([CH3:23])[CH2:16]3)[N:9]=2)=[CH:4][CH:3]=1.[Li]CCCC.[CH3:30][N:31]1[CH2:36][CH2:35][C:34](=[O:37])[CH2:33][CH2:32]1. (2) Given the product [CH3:22][O:23][C:51]1[CH:52]=[CH:53][C:54]([CH2:49][CH2:32][C:33]([NH:35][CH2:36][C@H:37]2[CH2:41][C@@H:40]([C:42]([N:44]3[CH2:48][CH2:47][S:46][CH2:45]3)=[O:43])[NH:39][CH2:38]2)=[O:34])=[CH:2][CH:50]=1, predict the reactants needed to synthesize it. The reactants are: F[C@H:2]1CCNC1.C(N1CCN(C(=O)CC2C[C@@H]([C:22](N3CCSC3)=[O:23])NC2)CC1)C.CO[CH:32]([C:49]1[CH:54]=[CH:53][CH:52]=[CH:51][CH:50]=1)[C:33]([NH:35][CH2:36][CH:37]1[CH2:41][CH:40]([C:42]([N:44]2[CH2:48][CH2:47][S:46][CH2:45]2)=[O:43])[NH:39][CH2:38]1)=[O:34].